Dataset: Tyrosyl-DNA phosphodiesterase HTS with 341,365 compounds. Task: Binary Classification. Given a drug SMILES string, predict its activity (active/inactive) in a high-throughput screening assay against a specified biological target. The drug is O1C(Cn2c1nc1n(c(=O)[nH]c(=O)c21)C)COc1cc2c(cc1)cccc2. The result is 0 (inactive).